This data is from Catalyst prediction with 721,799 reactions and 888 catalyst types from USPTO. The task is: Predict which catalyst facilitates the given reaction. (1) Reactant: [CH2:1]([Mg]Br)[CH3:2].[Br:5][C:6]1[CH:17]=[CH:16][C:9]([C:10](N(OC)C)=[O:11])=[C:8]([CH3:18])[CH:7]=1.[Cl-].[NH4+]. Product: [Br:5][C:6]1[CH:17]=[CH:16][C:9]([C:10](=[O:11])[CH2:1][CH3:2])=[C:8]([CH3:18])[CH:7]=1. The catalyst class is: 1. (2) The catalyst class is: 61. Product: [ClH:27].[CH2:16]([NH:15][C:13]1[N:12]=[C:11]([NH:19][CH2:20][CH2:21][CH3:22])[C:9]2[N:10]=[C:5]([NH:4][CH2:1][CH2:2][CH3:3])[N:6]=[C:7]([NH:23][CH2:24][CH2:25][CH3:26])[C:8]=2[N:14]=1)[CH2:17][CH3:18]. Reactant: [CH2:1]([NH:4][C:5]1[N:6]=[C:7]([NH:23][CH2:24][CH2:25][CH3:26])[C:8]2[N:14]=[C:13]([NH:15][CH2:16][CH2:17][CH3:18])[N:12]=[C:11]([NH:19][CH2:20][CH2:21][CH3:22])[C:9]=2[N:10]=1)[CH2:2][CH3:3].[ClH:27].C(OCC)C.Cl.CNC1N=C(NCCC)C2N=C(NC)N=C(NCCC)C=2N=1. (3) Reactant: Cl.[Br:2][C:3]1[CH:25]=[C:24]2[C:6]([CH2:7][C:8]3([C:17]42N=C(N)C(C)=[N:18]4)[CH2:13][CH2:12][CH:11]([CH:14]([F:16])[F:15])[CH2:10][CH2:9]3)=[CH:5][CH:4]=1. Product: [Br:2][C:3]1[CH:25]=[C:24]2[C:6]([CH2:7][C:8]3([CH2:13][CH2:12][CH:11]([CH:14]([F:15])[F:16])[CH2:10][CH2:9]3)[C:17]2=[NH:18])=[CH:5][CH:4]=1. The catalyst class is: 12. (4) Reactant: [CH3:1][CH:2]1[CH2:7][CH2:6][CH2:5][N:4]([C:8]2[O:9][C:10]([C:17]([NH:19][C:20]3[CH:25]=[CH:24][C:23]([C:26]4[CH:31]=[CH:30][C:29]([C:32](O)=[O:33])=[CH:28][CH:27]=4)=[CH:22][CH:21]=3)=[O:18])=[C:11]([C:13]([F:16])([F:15])[F:14])[N:12]=2)[CH2:3]1.[NH2:35][C:36]1[CH:41]=[CH:40][CH:39]=[CH:38][CH:37]=1.F[P-](F)(F)(F)(F)F.N1(OC(N(C)C)=[N+](C)C)C2N=CC=CC=2N=N1.C(N(CC)C(C)C)(C)C. Product: [C:36]1([NH:35][C:32]([C:29]2[CH:30]=[CH:31][C:26]([C:23]3[CH:24]=[CH:25][C:20]([NH:19][C:17]([C:10]4[O:9][C:8]([N:4]5[CH2:5][CH2:6][CH2:7][CH:2]([CH3:1])[CH2:3]5)=[N:12][C:11]=4[C:13]([F:15])([F:14])[F:16])=[O:18])=[CH:21][CH:22]=3)=[CH:27][CH:28]=2)=[O:33])[CH:41]=[CH:40][CH:39]=[CH:38][CH:37]=1. The catalyst class is: 18.